From a dataset of Forward reaction prediction with 1.9M reactions from USPTO patents (1976-2016). Predict the product of the given reaction. (1) Given the reactants Br[C:2]1[C:3]([Cl:13])=[CH:4][C:5]2[O:9][C:8](=[O:10])[N:7]([CH3:11])[C:6]=2[CH:12]=1.[CH3:14][C:15]1([CH3:31])[C:19]([CH3:21])([CH3:20])[O:18][B:17]([B:17]2[O:18][C:19]([CH3:21])([CH3:20])[C:15]([CH3:31])([CH3:14])[O:16]2)[O:16]1.C([O-])(=O)C.[K+].C(Cl)Cl, predict the reaction product. The product is: [Cl:13][C:3]1[C:2]([B:17]2[O:18][C:19]([CH3:21])([CH3:20])[C:15]([CH3:31])([CH3:14])[O:16]2)=[CH:12][C:6]2[N:7]([CH3:11])[C:8](=[O:10])[O:9][C:5]=2[CH:4]=1. (2) The product is: [F:34][C:28]1[CH:29]=[CH:30][CH:31]=[C:32]([F:33])[C:27]=1[C:26]([NH:25][C:21]1[CH:22]=[CH:23][CH:24]=[C:19]([C:9]2[C:8]([C:6]3[CH:5]=[CH:4][N:3]=[C:2]([NH:41][C:40]4[CH:42]=[CH:43][CH:44]=[C:38]([C:37]([F:36])([F:45])[F:46])[CH:39]=4)[N:7]=3)=[C:12]3[CH:13]=[CH:14][CH:15]=[C:16]([O:17][CH3:18])[N:11]3[N:10]=2)[CH:20]=1)=[O:35]. Given the reactants Cl[C:2]1[N:7]=[C:6]([C:8]2[C:9]([C:19]3[CH:20]=[C:21]([NH:25][C:26](=[O:35])[C:27]4[C:32]([F:33])=[CH:31][CH:30]=[CH:29][C:28]=4[F:34])[CH:22]=[CH:23][CH:24]=3)=[N:10][N:11]3[C:16]([O:17][CH3:18])=[CH:15][CH:14]=[CH:13][C:12]=23)[CH:5]=[CH:4][N:3]=1.[F:36][C:37]([F:46])([F:45])[C:38]1[CH:39]=[C:40]([CH:42]=[CH:43][CH:44]=1)[NH2:41], predict the reaction product. (3) The product is: [Cl:1][C:2]1[N:7]=[C:6]([N:20]2[CH2:21][CH2:22][C:17]([F:23])([F:16])[CH2:18][CH2:19]2)[CH:5]=[C:4]([CH2:9][O:10][CH2:11][C:12]([F:15])([F:14])[F:13])[N:3]=1. Given the reactants [Cl:1][C:2]1[N:7]=[C:6](Cl)[CH:5]=[C:4]([CH2:9][O:10][CH2:11][C:12]([F:15])([F:14])[F:13])[N:3]=1.[F:16][C:17]1([F:23])[CH2:22][CH2:21][NH:20][CH2:19][CH2:18]1.C[O-].[Na+].O, predict the reaction product. (4) Given the reactants FC(F)(F)C(O)=O.[NH2:8][CH2:9][C@@H:10]([CH3:13])[C:11]#[N:12].[F:14][C:15]1[CH:23]=[C:22]2[C:18]([C:19]([C:25]3[N:26]=[C:27]4[C:33]([C:34](O)=[O:35])=[CH:32][N:31]([CH2:37][O:38][CH2:39][CH2:40][Si:41]([CH3:44])([CH3:43])[CH3:42])[C:28]4=[N:29][CH:30]=3)=[N:20][N:21]2[CH3:24])=[CH:17][CH:16]=1.F[B-](F)(F)F.N1(OC(N(C)C)=[N+](C)C)C2C=CC=CC=2N=N1.C(N(CC)C(C)C)(C)C, predict the reaction product. The product is: [C:11]([C@H:10]([CH3:13])[CH2:9][NH:8][C:34]([C:33]1[C:27]2[C:28](=[N:29][CH:30]=[C:25]([C:19]3[C:18]4[C:22](=[CH:23][C:15]([F:14])=[CH:16][CH:17]=4)[N:21]([CH3:24])[N:20]=3)[N:26]=2)[N:31]([CH2:37][O:38][CH2:39][CH2:40][Si:41]([CH3:44])([CH3:43])[CH3:42])[CH:32]=1)=[O:35])#[N:12]. (5) Given the reactants Cl.[CH2:2]([NH2:4])[CH3:3].CCN(C(C)C)C(C)C.CO[CH:16]=[N:17][C:18]1[C:19]([CH3:32])=[N:20][C:21]([O:25][CH2:26][CH2:27][CH2:28][CH:29]([CH3:31])[CH3:30])=[C:22]([Br:24])[CH:23]=1, predict the reaction product. The product is: [Br:24][C:22]1[CH:23]=[C:18]([NH:17][CH:16]=[N:4][CH2:2][CH3:3])[C:19]([CH3:32])=[N:20][C:21]=1[O:25][CH2:26][CH2:27][CH2:28][CH:29]([CH3:31])[CH3:30]. (6) The product is: [Cl:17][C:18]1[C:19]([O:31][CH2:32][O:33][CH3:34])=[CH:20][C:21]([O:27][CH2:28][O:29][CH3:30])=[C:22]([CH:26]=1)[C:23]([N:13]1[CH2:14][CH2:15][CH2:16][CH:12]1[C:3]1[CH:4]=[C:5]([CH:10]=[CH:11][C:2]=1[CH3:1])[C:6]([O:8][CH3:9])=[O:7])=[O:24]. Given the reactants [CH3:1][C:2]1[CH:11]=[CH:10][C:5]([C:6]([O:8][CH3:9])=[O:7])=[CH:4][C:3]=1[CH:12]1[CH2:16][CH2:15][CH2:14][NH:13]1.[Cl:17][C:18]1[C:19]([O:31][CH2:32][O:33][CH3:34])=[CH:20][C:21]([O:27][CH2:28][O:29][CH3:30])=[C:22]([CH:26]=1)[C:23](O)=[O:24].CN1CCOCC1.Cl.CN(C)CCCN=C=NCC.ON1C2C=CC=CC=2N=N1, predict the reaction product. (7) Given the reactants [CH3:1][C:2]1[CH:6]=[C:5]([CH3:7])[NH:4][N:3]=1.[Br:8][CH2:9][C:10]1[CH:15]=[CH:14][C:13]([CH2:16]Br)=[CH:12][CH:11]=1.[H-].[Na+], predict the reaction product. The product is: [Br:8][CH2:9][C:10]1[CH:15]=[CH:14][C:13]([CH2:16][N:3]2[C:2]([CH3:1])=[CH:6][C:5]([CH3:7])=[N:4]2)=[CH:12][CH:11]=1. (8) Given the reactants CN(CC=O)C(=O)C1C=CC=C(C(NC2C=CC(N3CCCCC3)=CC=2C2C=C(C(=O)N[C@@H]3C4C(=CC=CC=4)CCC3)C=CN=2)=O)C=1.[NH:48]1[CH2:53][CH2:52][CH2:51][CH2:50][C@H:49]1[C:54]([OH:56])=[O:55].C(O)(=O)C.[BH3-]C#N.[Na+], predict the reaction product. The product is: [NH:48]1[CH2:53][CH2:52][CH2:51][CH2:50][CH:49]1[C:54]([OH:56])=[O:55].